Dataset: Reaction yield outcomes from USPTO patents with 853,638 reactions. Task: Predict the reaction yield, written as a fraction of the theoretical maximum amount of product (1.0 means a 100% yield; for example, 0.34 means a 34% yield). (1) The reactants are [F:1][C:2]([F:25])([F:24])[C:3]1[CH:19]=[C:18]([C:20]([F:23])([F:22])[F:21])[CH:17]=[CH:16][C:4]=1[CH2:5][O:6][C:7]1[CH:14]=[CH:13][C:10]([CH:11]=O)=[CH:9][C:8]=1[CH3:15].[S:26]1[CH2:30][C:29](=[O:31])[NH:28][C:27]1=[O:32].N1CCCCC1. The catalyst is C(O)C. The product is [F:1][C:2]([F:24])([F:25])[C:3]1[CH:19]=[C:18]([C:20]([F:23])([F:22])[F:21])[CH:17]=[CH:16][C:4]=1[CH2:5][O:6][C:7]1[CH:14]=[CH:13][C:10](/[CH:11]=[C:30]2/[C:29](=[O:31])[NH:28][C:27](=[O:32])[S:26]/2)=[CH:9][C:8]=1[CH3:15]. The yield is 0.830. (2) The reactants are [F:1][C:2]([F:15])([F:14])I1C2C=CC=CC=2C(C)(C)O1.C[Si]([Si](Cl)([Si](C)(C)C)[Si](C)(C)C)(C)C.[NH2:30][C:31]1[N:32]=[CH:33][C:34]2[C:39]([CH:40]=1)=[CH:38][CH:37]=[CH:36][CH:35]=2. The catalyst is C(#N)C. The product is [F:1][C:2]([F:15])([F:14])[C:40]1[C:39]2[C:34](=[CH:35][CH:36]=[CH:37][CH:38]=2)[CH:33]=[N:32][C:31]=1[NH2:30]. The yield is 0.500. (3) The reactants are [CH3:1][C:2]1[C:6]([CH2:7][N:8]2[CH:12]=[C:11]([NH:13][CH2:14][C:15]3[CH:22]=[CH:21][CH:20]=[CH:19][C:16]=3[C:17]#N)[CH:10]=[N:9]2)=[C:5]([CH3:23])[O:4][N:3]=1.Cl.C[OH:26]. No catalyst specified. The product is [CH3:1][C:2]1[C:6]([CH2:7][N:8]2[CH:12]=[C:11]([N:13]3[CH2:14][C:15]4[C:16](=[CH:19][CH:20]=[CH:21][CH:22]=4)[C:17]3=[O:26])[CH:10]=[N:9]2)=[C:5]([CH3:23])[O:4][N:3]=1. The yield is 0.500. (4) The reactants are FC(F)(F)C(O)=O.[I:8][C:9]1[CH:14]=[CH:13][C:12]([O:15][CH:16]2[CH2:21][CH2:20][N:19](C(OC(C)(C)C)=O)[CH2:18][CH2:17]2)=[CH:11][CH:10]=1. The catalyst is ClCCl. The product is [I:8][C:9]1[CH:14]=[CH:13][C:12]([O:15][CH:16]2[CH2:21][CH2:20][NH:19][CH2:18][CH2:17]2)=[CH:11][CH:10]=1. The yield is 0.880. (5) The reactants are [C:1]1(B(O)O)[CH:6]=[CH:5][CH:4]=[CH:3][CH:2]=1.Cl[C:11]1[C:20]2[C:15](=[CH:16][CH:17]=[CH:18][CH:19]=2)[CH:14]=[CH:13][N:12]=1.C1(C)C=CC=CC=1.C(=O)([O-])[O-].[Na+].[Na+]. The catalyst is C1C=CC([P]([Pd]([P](C2C=CC=CC=2)(C2C=CC=CC=2)C2C=CC=CC=2)([P](C2C=CC=CC=2)(C2C=CC=CC=2)C2C=CC=CC=2)[P](C2C=CC=CC=2)(C2C=CC=CC=2)C2C=CC=CC=2)(C2C=CC=CC=2)C2C=CC=CC=2)=CC=1.C(O)C. The product is [C:1]1([C:11]2[C:20]3[C:15](=[CH:16][CH:17]=[CH:18][CH:19]=3)[CH:14]=[CH:13][N:12]=2)[CH:6]=[CH:5][CH:4]=[CH:3][CH:2]=1. The yield is 0.430. (6) The reactants are Cl[CH2:2][C:3]1[CH:4]=[C:5]([O:12][CH3:13])[C:6]2[O:10][CH2:9][O:8][C:7]=2[CH:11]=1.[C-:14]#[N:15].[Na+].O. The catalyst is CS(C)=O. The product is [CH3:13][O:12][C:5]1[C:6]2[O:10][CH2:9][O:8][C:7]=2[CH:11]=[C:3]([CH2:2][C:14]#[N:15])[CH:4]=1. The yield is 0.450. (7) The reactants are [C:1]([C:3]1[CH:8]=[CH:7][CH:6]=[CH:5][C:4]=1[CH2:9][C:10]([NH2:12])=[O:11])#[CH:2].Cl[C:14]1[C:19]([C:20]([F:23])([F:22])[F:21])=[CH:18][N:17]=[C:16]([NH:24][C:25]2[CH:30]=[CH:29][C:28]([CH:31]3[CH2:36][CH2:35][N:34]([C:37]([O:39][C:40]([CH3:43])([CH3:42])[CH3:41])=[O:38])[CH2:33][CH2:32]3)=[CH:27][C:26]=2[O:44][C:45]([F:48])([F:47])[F:46])[N:15]=1.C(N(CC)CC)C.C1(P(C2C=CC=CC=2)C2C=CC=CC=2)C=CC=CC=1. The catalyst is CN(C=O)C.Cl[Pd](Cl)([P](C1C=CC=CC=1)(C1C=CC=CC=1)C1C=CC=CC=1)[P](C1C=CC=CC=1)(C1C=CC=CC=1)C1C=CC=CC=1. The product is [NH2:12][C:10](=[O:11])[CH2:9][C:4]1[CH:5]=[CH:6][CH:7]=[CH:8][C:3]=1[C:1]#[C:2][C:18]1[C:19]([C:20]([F:21])([F:23])[F:22])=[CH:14][N:15]=[C:16]([NH:24][C:25]2[CH:30]=[CH:29][C:28]([CH:31]3[CH2:32][CH2:33][N:34]([C:37]([O:39][C:40]([CH3:43])([CH3:42])[CH3:41])=[O:38])[CH2:35][CH2:36]3)=[CH:27][C:26]=2[O:44][C:45]([F:46])([F:47])[F:48])[N:17]=1. The yield is 0.730.